Dataset: NCI-60 drug combinations with 297,098 pairs across 59 cell lines. Task: Regression. Given two drug SMILES strings and cell line genomic features, predict the synergy score measuring deviation from expected non-interaction effect. Drug 1: CC(C1=C(C=CC(=C1Cl)F)Cl)OC2=C(N=CC(=C2)C3=CN(N=C3)C4CCNCC4)N. Drug 2: COCCOC1=C(C=C2C(=C1)C(=NC=N2)NC3=CC=CC(=C3)C#C)OCCOC.Cl. Cell line: SNB-75. Synergy scores: CSS=9.95, Synergy_ZIP=-2.82, Synergy_Bliss=1.07, Synergy_Loewe=0.862, Synergy_HSA=1.21.